The task is: Predict the reactants needed to synthesize the given product.. This data is from Full USPTO retrosynthesis dataset with 1.9M reactions from patents (1976-2016). Given the product [F:22][C:19]1[CH:18]=[CH:17][C:16]([CH2:15][CH:2]([NH:1][C:29]([CH:23]2[CH2:28][CH2:27][CH2:26][CH2:25][CH2:24]2)=[O:30])[CH:3]([OH:4])[C:5]2[CH:10]=[CH:9][C:8]([C:11]([F:12])([F:13])[F:14])=[CH:7][CH:6]=2)=[CH:21][CH:20]=1, predict the reactants needed to synthesize it. The reactants are: [NH2:1][CH:2]([CH2:15][C:16]1[CH:21]=[CH:20][C:19]([F:22])=[CH:18][CH:17]=1)[CH:3]([C:5]1[CH:10]=[CH:9][C:8]([C:11]([F:14])([F:13])[F:12])=[CH:7][CH:6]=1)[OH:4].[CH:23]1([C:29](Cl)=[O:30])[CH2:28][CH2:27][CH2:26][CH2:25][CH2:24]1.C(=O)([O-])O.[Na+].